This data is from Catalyst prediction with 721,799 reactions and 888 catalyst types from USPTO. The task is: Predict which catalyst facilitates the given reaction. Reactant: [CH3:1][S:2][C:3]1[O:7][N:6]=[C:5]([C:8]2[N:12](COCC[Si](C)(C)C)[C:11]3[CH:21]=[CH:22][CH:23]=[CH:24][C:10]=3[N:9]=2)[CH:4]=1.Cl. Product: [CH3:1][S:2][C:3]1[O:7][N:6]=[C:5]([C:8]2[NH:9][C:10]3[CH:24]=[CH:23][CH:22]=[CH:21][C:11]=3[N:12]=2)[CH:4]=1. The catalyst class is: 5.